This data is from Forward reaction prediction with 1.9M reactions from USPTO patents (1976-2016). The task is: Predict the product of the given reaction. Given the reactants [CH3:1][N:2]([CH2:13][C:14]1[NH:18][C:17]2[CH:19]=[CH:20][C:21]([C:23]([OH:25])=O)=[CH:22][C:16]=2[N:15]=1)[CH:3]1[C:12]2[N:11]=[CH:10][CH:9]=[CH:8][C:7]=2[CH2:6][CH2:5][CH2:4]1.C[N:27](C(ON1N=NC2C=CC=NC1=2)=[N+](C)C)C.F[P-](F)(F)(F)(F)F.C(N(CC)C(C)C)(C)C.N, predict the reaction product. The product is: [CH3:1][N:2]([CH2:13][C:14]1[NH:18][C:17]2[CH:19]=[CH:20][C:21]([C:23]([NH2:27])=[O:25])=[CH:22][C:16]=2[N:15]=1)[CH:3]1[C:12]2[N:11]=[CH:10][CH:9]=[CH:8][C:7]=2[CH2:6][CH2:5][CH2:4]1.